From a dataset of Forward reaction prediction with 1.9M reactions from USPTO patents (1976-2016). Predict the product of the given reaction. (1) Given the reactants [C:1]1([C:7]2[N:11]=[C:10]([CH:12](C)[CH2:13][C:14](OC)=O)[O:9][N:8]=2)[CH:6]=[CH:5][CH:4]=[CH:3][CH:2]=1.[OH-:19].[Na+].Cl.[CH3:22][OH:23], predict the reaction product. The product is: [C:1]1([C:7]2[N:11]=[C:10]([CH2:12][CH2:13][CH2:14][C:22]([OH:23])=[O:19])[O:9][N:8]=2)[CH:2]=[CH:3][CH:4]=[CH:5][CH:6]=1. (2) Given the reactants [CH3:1][C:2]1([O:29][Si:30]([CH:37]([CH3:39])[CH3:38])([CH:34]([CH3:36])[CH3:35])[CH:31]([CH3:33])[CH3:32])[CH2:7][CH2:6][N:5]([C:8]2[N:12]3[CH:13]=[C:14]([O:17][C@H:18]4[C:27]5[C:22](=[CH:23][CH:24]=[CH:25][CH:26]=5)[C@@H:21]([NH2:28])[CH2:20][CH2:19]4)[CH:15]=[CH:16][C:11]3=[N:10][N:9]=2)[CH2:4][CH2:3]1.ClC(Cl)(Cl)C[O:43][C:44](=O)[NH:45][C:46]1[N:47]([C:55]2[CH:60]=[CH:59][C:58]([CH3:61])=[CH:57][CH:56]=2)[N:48]=[C:49]([C:51]([CH3:54])([CH3:53])[CH3:52])[CH:50]=1.CCN(C(C)C)C(C)C, predict the reaction product. The product is: [C:51]([C:49]1[CH:50]=[C:46]([NH:45][C:44]([NH:28][C@@H:21]2[C:22]3[C:27](=[CH:26][CH:25]=[CH:24][CH:23]=3)[C@H:18]([O:17][C:14]3[CH:15]=[CH:16][C:11]4[N:12]([C:8]([N:5]5[CH2:6][CH2:7][C:2]([CH3:1])([O:29][Si:30]([CH:34]([CH3:36])[CH3:35])([CH:31]([CH3:33])[CH3:32])[CH:37]([CH3:39])[CH3:38])[CH2:3][CH2:4]5)=[N:9][N:10]=4)[CH:13]=3)[CH2:19][CH2:20]2)=[O:43])[N:47]([C:55]2[CH:60]=[CH:59][C:58]([CH3:61])=[CH:57][CH:56]=2)[N:48]=1)([CH3:54])([CH3:52])[CH3:53].